This data is from Cav3 T-type calcium channel HTS with 100,875 compounds. The task is: Binary Classification. Given a drug SMILES string, predict its activity (active/inactive) in a high-throughput screening assay against a specified biological target. (1) The compound is S(CC(=O)N1CCCc2c1cccc2)c1n(CCC)c(nn1)c1ncccc1. The result is 0 (inactive). (2) The molecule is S(C=1NC(=O)C(CC)C(=O)N1)CC(=O)Nc1ccccc1. The result is 0 (inactive). (3) The drug is S(CC(=O)N1CCCc2c1cccc2)c1n(c2ncccc2n1)CC. The result is 0 (inactive). (4) The compound is N1(c2n3ncnc3nc3c2CCC3)CCN(CC1)c1ccccc1. The result is 0 (inactive). (5) The compound is Clc1c(S\C(=C\Nc2c(cccc2)C(F)(F)F)C(OCC)=O)ncc(c1)C(F)(F)F. The result is 1 (active).